From a dataset of Peptide-MHC class II binding affinity with 134,281 pairs from IEDB. Regression. Given a peptide amino acid sequence and an MHC pseudo amino acid sequence, predict their binding affinity value. This is MHC class II binding data. (1) The peptide sequence is GAQLGELYYAIYKAS. The MHC is DRB1_0301 with pseudo-sequence DRB1_0301. The binding affinity (normalized) is 0.116. (2) The peptide sequence is NGNELLLDLSLTKVN. The MHC is HLA-DPA10201-DPB11401 with pseudo-sequence HLA-DPA10201-DPB11401. The binding affinity (normalized) is 0.328. (3) The peptide sequence is AEPGIAGFKGEQGPK. The MHC is H-2-IAq with pseudo-sequence H-2-IAq. The binding affinity (normalized) is 0.233. (4) The peptide sequence is DDCVAIGTGSSNIVI. The MHC is HLA-DQA10401-DQB10402 with pseudo-sequence HLA-DQA10401-DQB10402. The binding affinity (normalized) is 0.199.